From a dataset of NCI-60 drug combinations with 297,098 pairs across 59 cell lines. Regression. Given two drug SMILES strings and cell line genomic features, predict the synergy score measuring deviation from expected non-interaction effect. (1) Drug 1: CN1CCC(CC1)COC2=C(C=C3C(=C2)N=CN=C3NC4=C(C=C(C=C4)Br)F)OC. Drug 2: CC=C1C(=O)NC(C(=O)OC2CC(=O)NC(C(=O)NC(CSSCCC=C2)C(=O)N1)C(C)C)C(C)C. Cell line: MOLT-4. Synergy scores: CSS=64.6, Synergy_ZIP=-3.57, Synergy_Bliss=-6.27, Synergy_Loewe=-25.5, Synergy_HSA=-6.06. (2) Drug 1: C#CCC(CC1=CN=C2C(=N1)C(=NC(=N2)N)N)C3=CC=C(C=C3)C(=O)NC(CCC(=O)O)C(=O)O. Drug 2: COC1=C2C(=CC3=C1OC=C3)C=CC(=O)O2. Cell line: A498. Synergy scores: CSS=-2.88, Synergy_ZIP=1.20, Synergy_Bliss=0.325, Synergy_Loewe=-6.02, Synergy_HSA=-6.04.